From a dataset of Peptide-MHC class II binding affinity with 134,281 pairs from IEDB. Regression. Given a peptide amino acid sequence and an MHC pseudo amino acid sequence, predict their binding affinity value. This is MHC class II binding data. (1) The peptide sequence is SAHCIGITDRDFIEG. The MHC is HLA-DQA10501-DQB10302 with pseudo-sequence HLA-DQA10501-DQB10302. The binding affinity (normalized) is 0.297. (2) The peptide sequence is DVVPEKYTIGATYAP. The MHC is HLA-DPA10103-DPB10201 with pseudo-sequence HLA-DPA10103-DPB10201. The binding affinity (normalized) is 0.233. (3) The peptide sequence is RAMFVEDIAMGYVVS. The MHC is DRB1_0802 with pseudo-sequence DRB1_0802. The binding affinity (normalized) is 0.403. (4) The peptide sequence is ECEWPLTHTIGTSVE. The MHC is DRB3_0101 with pseudo-sequence DRB3_0101. The binding affinity (normalized) is 0. (5) The peptide sequence is FLFQRAVAREAIIAL. The MHC is DRB1_0301 with pseudo-sequence DRB1_0301. The binding affinity (normalized) is 0.275. (6) The peptide sequence is SIGSNLTIACRVSLR. The MHC is H-2-IAb with pseudo-sequence H-2-IAb. The binding affinity (normalized) is 0.127.